From a dataset of Reaction yield outcomes from USPTO patents with 853,638 reactions. Predict the reaction yield, written as a fraction of the theoretical maximum amount of product (1.0 means a 100% yield; for example, 0.34 means a 34% yield). (1) The reactants are Cl.[N:2]1[CH:7]=[CH:6][CH:5]=[C:4]([S:8](Cl)(=[O:10])=[O:9])[CH:3]=1.Cl.[NH2:13][CH2:14][CH2:15][CH2:16][CH2:17][CH2:18][C:19]([O:21][CH3:22])=[O:20].C(N(CC)CC)C. The catalyst is C(#N)C. The product is [CH3:22][O:21][C:19](=[O:20])[CH2:18][CH2:17][CH2:16][CH2:15][CH2:14][NH:13][S:8]([C:4]1[CH:3]=[N:2][CH:7]=[CH:6][CH:5]=1)(=[O:10])=[O:9]. The yield is 0.760. (2) The reactants are Cl[C:2]1[N:27]=[CH:26][CH:25]=[CH:24][C:3]=1[C:4]([NH:6][C@H:7]1[CH2:12][CH2:11][C@@H:10]([NH:13][C:14]2[N:19]=[C:18]([N:20]([CH3:22])[CH3:21])[C:17]([CH3:23])=[CH:16][N:15]=2)[CH2:9][CH2:8]1)=[O:5].[CH3:28][C:29]([SH:32])([CH3:31])[CH3:30].C([O-])([O-])=O.[Cs+].[Cs+]. The catalyst is O1CCOCC1.C(Cl)Cl. The product is [C:29]([S:32][C:2]1[N:27]=[CH:26][CH:25]=[CH:24][C:3]=1[C:4]([NH:6][C@H:7]1[CH2:12][CH2:11][C@@H:10]([NH:13][C:14]2[N:19]=[C:18]([N:20]([CH3:22])[CH3:21])[C:17]([CH3:23])=[CH:16][N:15]=2)[CH2:9][CH2:8]1)=[O:5])([CH3:31])([CH3:30])[CH3:28]. The yield is 0.620. (3) The reactants are [H-].[Na+].CN(C=O)C.[OH:8][C:9]1[CH:14]=[CH:13][C:12]([C:15](=[O:17])[CH3:16])=[CH:11][CH:10]=1.[CH3:18][O:19][C:20](=O)[O:21]C. The catalyst is O. The product is [OH:8][C:9]1[CH:14]=[CH:13][C:12]([C:15](=[O:17])[CH2:16][C:20]([O:19][CH3:18])=[O:21])=[CH:11][CH:10]=1. The yield is 0.477. (4) The reactants are [C:1]([O:5][C:6](=[O:25])[CH2:7][O:8][C:9]1[CH:24]=[CH:23][CH:22]=[CH:21][C:10]=1[C:11]([O:13]CC1C=CC=CC=1)=[O:12])([CH3:4])([CH3:3])[CH3:2]. The catalyst is [Pd].C1COCC1. The product is [C:1]([O:5][C:6](=[O:25])[CH2:7][O:8][C:9]1[CH:24]=[CH:23][CH:22]=[CH:21][C:10]=1[C:11]([OH:13])=[O:12])([CH3:4])([CH3:2])[CH3:3]. The yield is 0.990. (5) The reactants are [N+:1]([O-:4])(O)=[O:2].OS(O)(=O)=O.[Cl:10][C:11]1[CH:16]=[CH:15][N:14]=[C:13]([NH2:17])[CH:12]=1. The catalyst is O.C(OCC)(=O)C. The product is [Cl:10][C:11]1[CH:16]=[CH:15][N:14]=[C:13]([NH2:17])[C:12]=1[N+:1]([O-:4])=[O:2]. The yield is 0.350.